This data is from NCI-60 drug combinations with 297,098 pairs across 59 cell lines. The task is: Regression. Given two drug SMILES strings and cell line genomic features, predict the synergy score measuring deviation from expected non-interaction effect. (1) Drug 1: C1=NC2=C(N=C(N=C2N1C3C(C(C(O3)CO)O)F)Cl)N. Drug 2: CC1CCCC2(C(O2)CC(NC(=O)CC(C(C(=O)C(C1O)C)(C)C)O)C(=CC3=CSC(=N3)C)C)C. Cell line: UACC-257. Synergy scores: CSS=17.1, Synergy_ZIP=-1.19, Synergy_Bliss=-4.16, Synergy_Loewe=-14.5, Synergy_HSA=-6.40. (2) Drug 1: C(CC(=O)O)C(=O)CN.Cl. Drug 2: C1=NNC2=C1C(=O)NC=N2. Cell line: NCIH23. Synergy scores: CSS=10.3, Synergy_ZIP=-2.62, Synergy_Bliss=-1.15, Synergy_Loewe=0.544, Synergy_HSA=0.0696. (3) Drug 1: CS(=O)(=O)C1=CC(=C(C=C1)C(=O)NC2=CC(=C(C=C2)Cl)C3=CC=CC=N3)Cl. Drug 2: C1=CC(=C2C(=C1NCCNCCO)C(=O)C3=C(C=CC(=C3C2=O)O)O)NCCNCCO. Cell line: CAKI-1. Synergy scores: CSS=62.1, Synergy_ZIP=12.9, Synergy_Bliss=11.3, Synergy_Loewe=-39.1, Synergy_HSA=12.3. (4) Drug 1: C#CCC(CC1=CN=C2C(=N1)C(=NC(=N2)N)N)C3=CC=C(C=C3)C(=O)NC(CCC(=O)O)C(=O)O. Drug 2: CC(C)CN1C=NC2=C1C3=CC=CC=C3N=C2N. Cell line: PC-3. Synergy scores: CSS=5.38, Synergy_ZIP=-1.93, Synergy_Bliss=-2.19, Synergy_Loewe=3.99, Synergy_HSA=-0.582. (5) Drug 1: CN(C)N=NC1=C(NC=N1)C(=O)N. Drug 2: C1=CN(C(=O)N=C1N)C2C(C(C(O2)CO)O)O.Cl. Cell line: SR. Synergy scores: CSS=19.6, Synergy_ZIP=-8.43, Synergy_Bliss=-6.92, Synergy_Loewe=-37.1, Synergy_HSA=-5.63.